Predict the reaction yield, written as a fraction of the theoretical maximum amount of product (1.0 means a 100% yield; for example, 0.34 means a 34% yield). From a dataset of Reaction yield outcomes from USPTO patents with 853,638 reactions. (1) The reactants are Cl[C:2]1[N:7]=[C:6]([CH3:8])[CH:5]=[CH:4][N:3]=1.[CH3:9][N:10](C=O)C. The catalyst is [C-]#N.[Zn+2].[C-]#N.C1C=CC([P]([Pd]([P](C2C=CC=CC=2)(C2C=CC=CC=2)C2C=CC=CC=2)([P](C2C=CC=CC=2)(C2C=CC=CC=2)C2C=CC=CC=2)[P](C2C=CC=CC=2)(C2C=CC=CC=2)C2C=CC=CC=2)(C2C=CC=CC=2)C2C=CC=CC=2)=CC=1. The product is [C:9]([C:2]1[N:7]=[C:6]([CH3:8])[CH:5]=[CH:4][N:3]=1)#[N:10]. The yield is 0.540. (2) No catalyst specified. The reactants are [OH:1][C:2]1[C:15]2[C:14](=[O:16])[C:13]3[C:8](=[CH:9][CH:10]=[CH:11][CH:12]=3)[C:7](=[O:17])[C:6]=2[CH:5]=[C:4]([O:18][CH2:19][CH2:20][CH2:21]Br)[CH:3]=1.[CH2:23]([NH2:26])[CH2:24]C.[CH3:27]CO. The product is [OH:1][C:2]1[C:15]2[C:14](=[O:16])[C:13]3[C:8](=[CH:9][CH:10]=[CH:11][CH:12]=3)[C:7](=[O:17])[C:6]=2[CH:5]=[C:4]([O:18][CH2:19][CH2:20][CH2:21][NH:26][CH:23]([CH3:24])[CH3:27])[CH:3]=1. The yield is 0.187. (3) The reactants are [CH3:1][C:2]1[C:10]([C:11]2[CH:12]=[CH:13][C:14]([NH2:17])=[N:15][CH:16]=2)=[CH:9][C:8]2[CH2:7][CH2:6][O:5][C:4]=2[CH:3]=1.[Cl:18][C:19]1[CH:27]=[CH:26][CH:25]=[CH:24][C:20]=1[C:21](Cl)=[O:22]. No catalyst specified. The product is [Cl:18][C:19]1[CH:27]=[CH:26][CH:25]=[CH:24][C:20]=1[C:21]([NH:17][C:14]1[CH:13]=[CH:12][C:11]([C:10]2[C:2]([CH3:1])=[CH:3][C:4]3[O:5][CH2:6][CH2:7][C:8]=3[CH:9]=2)=[CH:16][N:15]=1)=[O:22]. The yield is 0.598. (4) The reactants are N[C@H](C(O)=O)CS.C1(=O)NC(=O)C=C1.[OH:15][C:16]([CH2:18][CH2:19][CH2:20][CH2:21][C@H:22]1[C@@H:30]2[C@@H:25]([NH:26][C:27]([NH:29]2)=[O:28])[CH2:24][S:23]1)=[O:17]. The yield is 1.00. The product is [OH:17][C:16]([CH2:18][CH2:19][CH2:20][CH2:21][C@H:22]1[C@@H:30]2[C@@H:25]([NH:26][C:27]([NH:29]2)=[O:28])[CH2:24][S:23]1)=[O:15]. No catalyst specified.